Dataset: Peptide-MHC class I binding affinity with 185,985 pairs from IEDB/IMGT. Task: Regression. Given a peptide amino acid sequence and an MHC pseudo amino acid sequence, predict their binding affinity value. This is MHC class I binding data. The peptide sequence is KLKSVGKAY. The MHC is HLA-A02:03 with pseudo-sequence HLA-A02:03. The binding affinity (normalized) is 0.0847.